Dataset: Reaction yield outcomes from USPTO patents with 853,638 reactions. Task: Predict the reaction yield, written as a fraction of the theoretical maximum amount of product (1.0 means a 100% yield; for example, 0.34 means a 34% yield). (1) The reactants are [CH:1]1([N:4]([C:12]2[C:13]3[N:14]([C:26](/[CH:29]=[C:30]4\[NH:31][C:32](=[O:36])[NH:33][C:34]\4=[O:35])=[CH:27][N:28]=3)[CH:15]=[C:16]([C:18]#[C:19][C:20]3[CH:25]=[CH:24][CH:23]=[CH:22][CH:21]=3)[N:17]=2)C(=O)OC(C)(C)C)[CH2:3][CH2:2]1. The catalyst is ClCCl.FC(F)(F)C(O)=O. The product is [CH:1]1([NH:4][C:12]2[C:13]3[N:14]([C:26](/[CH:29]=[C:30]4/[C:34](=[O:35])[NH:33][C:32](=[O:36])[NH:31]/4)=[CH:27][N:28]=3)[CH:15]=[C:16]([C:18]#[C:19][C:20]3[CH:21]=[CH:22][CH:23]=[CH:24][CH:25]=3)[N:17]=2)[CH2:3][CH2:2]1. The yield is 0.630. (2) The reactants are [CH3:1][C:2](/[CH:4]=[N:5]/O)=O.[CH3:7][C:8]([CH2:10][C:11]([C:13]([F:16])([F:15])[F:14])=[O:12])=O.C(O)(=O)C.[OH-].[Na+]. The catalyst is [Zn].O. The product is [CH3:7][C:8]1[NH:5][CH:4]=[C:2]([CH3:1])[C:10]=1[C:11](=[O:12])[C:13]([F:16])([F:15])[F:14]. The yield is 0.150. (3) The reactants are [Cl:1][C:2]1[CH:3]=[C:4]([OH:13])[CH:5]=[N:6][C:7]=1[O:8][CH2:9][CH:10]([CH3:12])[CH3:11].C(=O)([O-])[O-].[K+].[K+].F[C:21]1[CH:28]=[CH:27][C:24]([C:25]#[N:26])=[CH:23][CH:22]=1. The catalyst is CS(C)=O.CCOC(C)=O. The product is [Cl:1][C:2]1[CH:3]=[C:4]([O:13][C:21]2[CH:28]=[CH:27][C:24]([C:25]#[N:26])=[CH:23][CH:22]=2)[CH:5]=[N:6][C:7]=1[O:8][CH2:9][CH:10]([CH3:11])[CH3:12]. The yield is 0.740.